Dataset: Full USPTO retrosynthesis dataset with 1.9M reactions from patents (1976-2016). Task: Predict the reactants needed to synthesize the given product. (1) The reactants are: [NH:1]1[CH2:6][CH2:5][C:4]2([O:11][C:10]3[C:12]4[C:17]([C:18](=[O:21])[C:19](=[O:20])[C:9]=3[S:8][CH2:7]2)=[CH:16][CH:15]=[CH:14][CH:13]=4)[CH2:3][CH2:2]1.[C@@H:22]1([C:31]([OH:33])=[O:32])[CH2:27][CH2:26][CH2:25][CH2:24][C@@H:23]1[C:28]([OH:30])=[O:29]. Given the product [C:31]([C@H:22]1[CH2:27][CH2:26][CH2:25][CH2:24][C@H:23]1[C:28]([O-:30])=[O:29])([OH:33])=[O:32].[NH2+:1]1[CH2:2][CH2:3][C:4]2([O:11][C:10]3[C:12]4[C:17]([C:18](=[O:21])[C:19](=[O:20])[C:9]=3[S:8][CH2:7]2)=[CH:16][CH:15]=[CH:14][CH:13]=4)[CH2:5][CH2:6]1, predict the reactants needed to synthesize it. (2) Given the product [NH2:1][C:2]1[C:7]2=[CH:8][CH:9]=[C:10]([C@@:11]3([C:58]#[N:59])[C@H:15]([O:16][CH2:17][C:18]4[CH:23]=[CH:22][CH:21]=[CH:20][CH:19]=4)[C@H:14]([O:24][CH2:25][C:26]4[CH:27]=[CH:28][CH:29]=[CH:30][CH:31]=4)[C@@H:13]([CH2:32][O:33][CH2:34][C:35]4[CH:40]=[CH:39][CH:38]=[CH:37][CH:36]=4)[O:12]3)[N:6]2[N:5]=[CH:4][N:3]=1, predict the reactants needed to synthesize it. The reactants are: [NH2:1][C:2]1[C:7]2=[CH:8][CH:9]=[C:10]([C:11]3(O)[C@H:15]([O:16][CH2:17][C:18]4[CH:23]=[CH:22][CH:21]=[CH:20][CH:19]=4)[C@H:14]([O:24][CH2:25][C:26]4[CH:31]=[CH:30][CH:29]=[CH:28][CH:27]=4)[C@@H:13]([CH2:32][O:33][CH2:34][C:35]4[CH:40]=[CH:39][CH:38]=[CH:37][CH:36]=4)[O:12]3)[N:6]2[N:5]=[CH:4][N:3]=1.[Si](OS(C(F)(F)F)(=O)=O)(C)(C)C.[Si]([C:58]#[N:59])(C)(C)C. (3) Given the product [O:2]=[S:3]1(=[O:32])[C:9]2[CH:10]=[C:11]([O:15][CH2:16][C:17]([OH:19])=[O:18])[C:12]([O:15][CH:11]([CH3:12])[CH3:10])=[CH:13][C:8]=2[N:7]([C:20]2[CH:25]=[CH:24][CH:23]=[CH:22][CH:21]=2)[CH2:6][C:5]([CH2:28][CH2:29][CH2:30][CH3:31])([CH2:26][CH3:27])[CH2:4]1, predict the reactants needed to synthesize it. The reactants are: [Na].[O:2]=[S:3]1(=[O:32])[C:9]2[CH:10]=[C:11]([O:15][CH2:16][C:17]([OH:19])=[O:18])[C:12](Br)=[CH:13][C:8]=2[N:7]([C:20]2[CH:25]=[CH:24][CH:23]=[CH:22][CH:21]=2)[CH2:6][C:5]([CH2:28][CH2:29][CH2:30][CH3:31])([CH2:26][CH3:27])[CH2:4]1.